Task: Predict the product of the given reaction.. Dataset: Forward reaction prediction with 1.9M reactions from USPTO patents (1976-2016) (1) Given the reactants I[C:2]1[N:3]=[N:4][C:5]([O:8][CH2:9][C:10]2[C:11]([C:16]3[CH:21]=[CH:20][CH:19]=[CH:18][CH:17]=3)=[N:12][O:13][C:14]=2[CH3:15])=[CH:6][CH:7]=1.[CH3:22][NH:23][CH3:24], predict the reaction product. The product is: [CH3:22][N:23]([CH3:24])[C:2]1[N:3]=[N:4][C:5]([O:8][CH2:9][C:10]2[C:11]([C:16]3[CH:21]=[CH:20][CH:19]=[CH:18][CH:17]=3)=[N:12][O:13][C:14]=2[CH3:15])=[CH:6][CH:7]=1. (2) Given the reactants [Br:1][C:2]1[CH:9]=[CH:8][C:5]([CH:6]=[CH2:7])=[CH:4][CH:3]=1, predict the reaction product. The product is: [Br:1][C:2]1[CH:9]=[CH:8][C:5]([CH:6]=[CH:7][C:5]2[CH:8]=[CH:9][C:2]([Br:1])=[CH:3][CH:4]=2)=[CH:4][CH:3]=1. (3) The product is: [Cl:18][C:19]1[CH:34]=[CH:33][C:22]([O:23][C:24]2[CH:29]=[CH:28][C:27]([CH2:30][CH2:31][NH:32][C:12]3[NH:13][CH:14]=[C:9]([CH2:8][C:5]4[CH:6]=[N:7][C:2]([CH3:1])=[CH:3][CH:4]=4)[C:10](=[O:17])[N:11]=3)=[CH:26][CH:25]=2)=[CH:21][C:20]=1[C:35]([F:36])([F:37])[F:38]. Given the reactants [CH3:1][C:2]1[N:7]=[CH:6][C:5]([CH2:8][C:9]2[C:10](=[O:17])[N:11]=[C:12](C)[N:13](S)[CH:14]=2)=[CH:4][CH:3]=1.[Cl:18][C:19]1[CH:34]=[CH:33][C:22]([O:23][C:24]2[CH:29]=[CH:28][C:27]([CH2:30][CH2:31][NH2:32])=[CH:26][CH:25]=2)=[CH:21][C:20]=1[C:35]([F:38])([F:37])[F:36], predict the reaction product. (4) Given the reactants C([O:3][C:4](=[O:18])[CH:5]([CH:11]1[CH2:16][CH2:15][CH2:14][C:13](=[O:17])[CH2:12]1)C(OCC)=O)C.O=C1C(CCC)CCC(CC(O)=O)C1, predict the reaction product. The product is: [O:17]=[C:13]1[CH2:14][CH2:15][CH2:16][CH:11]([CH2:5][C:4]([OH:18])=[O:3])[CH2:12]1. (5) Given the reactants Br[C:2]1[CH:7]=[CH:6][CH:5]=[C:4]([C:8]([F:11])([F:10])[F:9])[CH:3]=1.[B:12]1([B:12]2[O:16][C:15]([CH3:18])([CH3:17])[C:14]([CH3:20])([CH3:19])[O:13]2)[O:16][C:15]([CH3:18])([CH3:17])[C:14]([CH3:20])([CH3:19])[O:13]1, predict the reaction product. The product is: [CH3:19][C:14]1([CH3:20])[C:15]([CH3:18])([CH3:17])[O:16][B:12]([C:2]2[CH:7]=[CH:6][CH:5]=[C:4]([C:8]([F:11])([F:10])[F:9])[CH:3]=2)[O:13]1. (6) Given the reactants [F:1][C:2]([F:24])([F:23])[C:3]1[CH:22]=[CH:21][C:6]([CH2:7][N:8]2[C:16]3[C:11](=[CH:12][CH:13]=[CH:14][C:15]=3[C:17]([O:19]C)=[O:18])[CH:10]=[CH:9]2)=[CH:5][CH:4]=1.[OH-].[K+], predict the reaction product. The product is: [F:23][C:2]([F:1])([F:24])[C:3]1[CH:22]=[CH:21][C:6]([CH2:7][N:8]2[C:16]3[C:11](=[CH:12][CH:13]=[CH:14][C:15]=3[C:17]([OH:19])=[O:18])[CH:10]=[CH:9]2)=[CH:5][CH:4]=1.